Task: Predict which catalyst facilitates the given reaction.. Dataset: Catalyst prediction with 721,799 reactions and 888 catalyst types from USPTO (1) Reactant: [Cl:1][C:2]1[CH:29]=[C:28]([Cl:30])[CH:27]=[CH:26][C:3]=1[C:4]([N:6]([C:15]1[CH:20]=[CH:19][C:18]([O:21][C:22]([F:25])([F:24])[F:23])=[CH:17][CH:16]=1)[C:7]1[S:8][CH:9]=[C:10]([C:12]([OH:14])=O)[N:11]=1)=[O:5].[NH:31]1[CH2:35][CH2:34][CH2:33][CH2:32]1.C(N1C=CN=C1)(N1C=CN=C1)=O.Cl. Product: [Cl:1][C:2]1[CH:29]=[C:28]([Cl:30])[CH:27]=[CH:26][C:3]=1[C:4]([N:6]([C:7]1[S:8][CH:9]=[C:10]([C:12]([N:31]2[CH2:35][CH2:34][CH2:33][CH2:32]2)=[O:14])[N:11]=1)[C:15]1[CH:20]=[CH:19][C:18]([O:21][C:22]([F:24])([F:25])[F:23])=[CH:17][CH:16]=1)=[O:5]. The catalyst class is: 4. (2) Reactant: [C:9](O[C:9]([O:11][C:12]([CH3:15])([CH3:14])[CH3:13])=[O:10])([O:11][C:12]([CH3:15])([CH3:14])[CH3:13])=[O:10].[CH2:16]([O:23][C:24]1[CH:31]=[CH:30][C:27]([CH2:28][NH2:29])=[CH:26][CH:25]=1)[C:17]1[CH:22]=[CH:21][CH:20]=[CH:19][CH:18]=1.[OH-].[Na+]. Product: [CH2:16]([O:23][C:24]1[CH:25]=[CH:26][C:27]([CH2:28][NH:29][C:9](=[O:10])[O:11][C:12]([CH3:13])([CH3:14])[CH3:15])=[CH:30][CH:31]=1)[C:17]1[CH:18]=[CH:19][CH:20]=[CH:21][CH:22]=1. The catalyst class is: 90. (3) Product: [ClH:74].[CH3:59][O:58][N:57]=[C:56]1[C:55]2[C:50](=[CH:51][CH:52]=[CH:53][CH:54]=2)[O:49][C:48]([C:60]2[CH:65]=[CH:64][CH:63]=[CH:62][CH:61]=2)=[C:47]1[C:44]1[CH:43]=[CH:42][C:41]([C:37]2([NH2:36])[CH2:40][CH2:39][CH2:38]2)=[CH:46][CH:45]=1. The catalyst class is: 24. Reactant: NC1(C2C=CC(C3C(=O)C4C(=CC=C(F)C=4)OC=3C3C=CC=CC=3)=CC=2)CCC1.C(OC(=O)[NH:36][C:37]1([C:41]2[CH:46]=[CH:45][C:44]([C:47]3[C:56](=[N:57][O:58][CH3:59])[C:55]4[C:50](=[CH:51][CH:52]=[CH:53][CH:54]=4)[O:49][C:48]=3[C:60]3[CH:65]=[CH:64][CH:63]=[CH:62][CH:61]=3)=[CH:43][CH:42]=2)[CH2:40][CH2:39][CH2:38]1)(C)(C)C.C(O)(C(F)(F)F)=O.[ClH:74]. (4) Reactant: [Cl:1][C:2]1[S:9][C:8]2[CH:7]=[C:6]([C:10]([NH:12][C@@H:13]3[CH2:21][C:20]4[C:15](=[CH:16][CH:17]=[CH:18][CH:19]=4)[C@H:14]3[NH:22][CH3:23])=[O:11])[NH:5][C:4]=2[C:3]=1[Cl:24].C(N(CC)CC)C.[Cl:32][CH2:33][C:34](Cl)=[O:35]. Product: [Cl:1][C:2]1[S:9][C:8]2[CH:7]=[C:6]([C:10]([NH:12][C@@H:13]3[CH2:21][C:20]4[C:15](=[CH:16][CH:17]=[CH:18][CH:19]=4)[C@H:14]3[N:22]([C:34](=[O:35])[CH2:33][Cl:32])[CH3:23])=[O:11])[NH:5][C:4]=2[C:3]=1[Cl:24]. The catalyst class is: 2.